This data is from Forward reaction prediction with 1.9M reactions from USPTO patents (1976-2016). The task is: Predict the product of the given reaction. (1) Given the reactants [CH3:1][C:2]([S@:5](/[N:7]=[CH:8]/[C:9]1[CH:14]=[C:13]([CH3:15])[C:12]([O:16][CH2:17][C:18]([F:21])([F:20])[F:19])=[CH:11][N:10]=1)=[O:6])([CH3:4])[CH3:3].[CH3:22][Mg]Br.C1COCC1, predict the reaction product. The product is: [CH3:4][C:2]([S@:5]([NH:7][CH:8]([C:9]1[CH:14]=[C:13]([CH3:15])[C:12]([O:16][CH2:17][C:18]([F:21])([F:19])[F:20])=[CH:11][N:10]=1)[CH3:22])=[O:6])([CH3:1])[CH3:3]. (2) The product is: [O:6]1[CH2:4][CH:5]1[C:7]1[CH:8]=[N:9][CH:10]=[CH:11][CH:12]=1. Given the reactants [H-].[Na+].Br[CH2:4][CH:5]([C:7]1[CH:8]=[N:9][CH:10]=[CH:11][CH:12]=1)[OH:6], predict the reaction product. (3) Given the reactants C[O:2][C:3](=[O:32])[C@H:4]([CH2:28][CH2:29][S:30][CH3:31])[NH:5][C:6](=[O:27])[C:7]1[CH:12]=[CH:11][C:10]([O:13][CH2:14][C:15]2[CH:16]=[N:17][CH:18]=[CH:19][CH:20]=2)=[CH:9][C:8]=1[C:21]1[CH:26]=[CH:25][CH:24]=[CH:23][CH:22]=1.N, predict the reaction product. The product is: [N:17]1[CH:18]=[CH:19][CH:20]=[C:15]([CH2:14][O:13][C:10]2[CH:11]=[CH:12][C:7]([C:6]([NH:5][C@H:4]([C:3]([OH:32])=[O:2])[CH2:28][CH2:29][S:30][CH3:31])=[O:27])=[C:8]([C:21]3[CH:22]=[CH:23][CH:24]=[CH:25][CH:26]=3)[CH:9]=2)[CH:16]=1. (4) Given the reactants [NH:1]1[C:9]2[C:4](=[CH:5][CH:6]=[CH:7][CH:8]=2)[CH2:3][C:2]1=[O:10].[CH3:11][N:12]([CH3:27])[CH2:13][CH2:14][NH:15][C:16]([C:18]1[C:22]([CH3:23])=[C:21]([CH:24]=O)[NH:20][C:19]=1[CH3:26])=[O:17], predict the reaction product. The product is: [CH3:11][N:12]([CH3:27])[CH2:13][CH2:14][NH:15][C:16]([C:18]1[C:22]([CH3:23])=[C:21]([CH:24]=[C:3]2[C:4]3[C:9](=[CH:8][CH:7]=[CH:6][CH:5]=3)[NH:1][C:2]2=[O:10])[NH:20][C:19]=1[CH3:26])=[O:17]. (5) The product is: [OH:32][C:29]([C:26]1[CH:25]=[CH:24][C:23]([NH:1][C:2]2[S:6][C:5]([C:7]3[CH:8]=[N:9][C:10]([N:13]4[CH2:18][CH2:17][O:16][CH2:15][CH2:14]4)=[CH:11][CH:12]=3)=[N:4][C:3]=2[C:19]([NH2:21])=[O:20])=[N:28][CH:27]=1)([CH3:31])[CH3:30]. Given the reactants [NH2:1][C:2]1[S:6][C:5]([C:7]2[CH:8]=[N:9][C:10]([N:13]3[CH2:18][CH2:17][O:16][CH2:15][CH2:14]3)=[CH:11][CH:12]=2)=[N:4][C:3]=1[C:19]([NH2:21])=[O:20].Br[C:23]1[N:28]=[CH:27][C:26]([C:29]([OH:32])([CH3:31])[CH3:30])=[CH:25][CH:24]=1.CC(C1C=C(C(C)C)C(C2C=CC=CC=2P(C2CCCCC2)C2CCCCC2)=C(C(C)C)C=1)C.C(=O)([O-])[O-].[K+].[K+].C(O)(CC)(C)C, predict the reaction product. (6) Given the reactants [OH-].[NH4+].P([O-])([O-])([O:5][C:6]1[CH:11]=[CH:10][C:9]([N+:12]([O-])=O)=[CH:8][CH:7]=1)=O.[N+]([C:20]1[CH:25]=[CH:24][C:23]([OH:26])=[CH:22][CH:21]=1)([O-])=O.CC1N=CC(C[OH:35])=C(CN)C=1O.P(OC[C@@H]([C@@H](/C=C/CCCCCCCCCCCCC)O)N)(O)(O)=O.C(C[C@H](N)C(O)=O)CCP(O)(O)=O.P(OC(C)C(C(O)=O)N)(O)(O)=O.C1C2NC=C(OP(O)(O)=O)C=2C(Cl)=C(Br)C=1.C1C=C(CP(O)(O)=O)C(C2C=CC=C(C[C@H](N)C(O)=O)C=2)=CC=1.P(OC1C2C(=CC=CC=2)C=CC=1)(O)(O)=O, predict the reaction product. The product is: [CH:11]1[C:6]([OH:5])=[CH:7][C:8]2[O:26][C:23]3[C:24](=[N:12][C:9]=2[CH:10]=1)[CH:25]=[CH:20][C:21](=[O:35])[CH:22]=3. (7) Given the reactants [Si:1]([O:8][CH2:9][C@@H:10]1[CH:15]=[C:14]([CH3:16])[C@H:13](O)[CH2:12][N:11]1[C:18]([O:20][C:21]([CH3:24])([CH3:23])[CH3:22])=[O:19])([C:4]([CH3:7])([CH3:6])[CH3:5])([CH3:3])[CH3:2].C1(P(C2C=CC=CC=2)C2C=CC=CC=2)C=CC=CC=1.[CH2:44]([O:47][NH:48][S:49]([C:52]1[CH:57]=[CH:56][CH:55]=[CH:54][C:53]=1[N+:58]([O-:60])=[O:59])(=[O:51])=[O:50])[CH:45]=[CH2:46].N(C(OC(C)C)=O)=NC(OC(C)C)=O, predict the reaction product. The product is: [CH2:44]([O:47][N:48]([C@H:13]1[CH2:12][N:11]([C:18]([O:20][C:21]([CH3:23])([CH3:22])[CH3:24])=[O:19])[C@H:10]([CH2:9][O:8][Si:1]([C:4]([CH3:5])([CH3:6])[CH3:7])([CH3:3])[CH3:2])[CH:15]=[C:14]1[CH3:16])[S:49]([C:52]1[CH:57]=[CH:56][CH:55]=[CH:54][C:53]=1[N+:58]([O-:60])=[O:59])(=[O:51])=[O:50])[CH:45]=[CH2:46]. (8) Given the reactants [Li][CH2:2][CH2:3][CH2:4]C.CO[C:8]1[CH:13]=[CH:12][CH:11]=[CH:10][C:9]=1[PH:14]C1C=CC=CC=1.Br[CH2:22][C:23]1[CH:28]=[CH:27][CH:26]=[C:25]([C:29]2[CH:34]=[CH:33][CH:32]=[CH:31][CH:30]=2)[N:24]=1.[CH2:35]1[CH2:39][O:38][CH2:37][CH2:36]1, predict the reaction product. The product is: [CH3:37][O:38][C:39]1[CH:35]=[CH:36][CH:4]=[CH:3][C:2]=1[CH:22]([PH:14][C:9]1[CH:10]=[CH:11][CH:12]=[CH:13][CH:8]=1)[C:23]1[CH:28]=[CH:27][CH:26]=[C:25]([C:29]2[CH:34]=[CH:33][CH:32]=[CH:31][CH:30]=2)[N:24]=1. (9) Given the reactants C(N(CC)C(C)C)(C)C.[Cl:10][C:11]1[CH:33]=[CH:32][C:14]([CH2:15][NH:16][C:17]([C:19]2[C:20](=[O:31])[C:21]3[CH:28]=[C:27]([CH2:29]Cl)[O:26][C:22]=3[N:23]([CH3:25])[CH:24]=2)=[O:18])=[CH:13][CH:12]=1.[OH:34][CH:35]([C:39]1[S:43][C:42]([C:44]#[N:45])=[CH:41][CH:40]=1)[CH2:36][NH:37][CH3:38].O, predict the reaction product. The product is: [Cl:10][C:11]1[CH:33]=[CH:32][C:14]([CH2:15][NH:16][C:17]([C:19]2[C:20](=[O:31])[C:21]3[CH:28]=[C:27]([CH2:29][N:37]([CH2:36][CH:35]([C:39]4[S:43][C:42]([C:44]#[N:45])=[CH:41][CH:40]=4)[OH:34])[CH3:38])[O:26][C:22]=3[N:23]([CH3:25])[CH:24]=2)=[O:18])=[CH:13][CH:12]=1.